This data is from Reaction yield outcomes from USPTO patents with 853,638 reactions. The task is: Predict the reaction yield, written as a fraction of the theoretical maximum amount of product (1.0 means a 100% yield; for example, 0.34 means a 34% yield). (1) The reactants are [Cl-].O[NH3+:3].[C:4](=[O:7])([O-])[OH:5].[Na+].CS(C)=O.[CH2:13]([C:17]1[N:18]=[C:19]([CH3:46])[N:20]([C:40]2[CH:45]=[CH:44][CH:43]=[CH:42][CH:41]=2)[C:21](=[O:39])[C:22]=1[CH2:23][C:24]1[CH:29]=[CH:28][C:27]([C:30]2[C:31]([C:36]#[N:37])=[CH:32][CH:33]=[CH:34][CH:35]=2)=[CH:26][C:25]=1[F:38])[CH2:14][CH2:15][CH3:16]. The catalyst is O.C(OCC)(=O)C. The product is [CH2:13]([C:17]1[N:18]=[C:19]([CH3:46])[N:20]([C:40]2[CH:45]=[CH:44][CH:43]=[CH:42][CH:41]=2)[C:21](=[O:39])[C:22]=1[CH2:23][C:24]1[CH:29]=[CH:28][C:27]([C:30]2[CH:35]=[CH:34][CH:33]=[CH:32][C:31]=2[C:36]2[NH:3][C:4](=[O:7])[O:5][N:37]=2)=[CH:26][C:25]=1[F:38])[CH2:14][CH2:15][CH3:16]. The yield is 0.620. (2) The reactants are [NH2:1][C:2]1[CH:7]=[CH:6][CH:5]=[CH:4][C:3]=1[NH:8][C:9](=O)[C:10]1[CH:15]=[C:14]([N:16]2[CH2:21][CH2:20][N:19]([CH2:22][CH2:23][N:24]([CH3:26])[CH3:25])[CH2:18][CH2:17]2)[CH:13]=[CH:12][C:11]=1[Cl:27]. The catalyst is C(O)(=O)C. The product is [NH:8]1[C:3]2[CH:4]=[CH:5][CH:6]=[CH:7][C:2]=2[N:1]=[C:9]1[C:10]1[CH:15]=[C:14]([N:16]2[CH2:21][CH2:20][N:19]([CH2:22][CH2:23][N:24]([CH3:26])[CH3:25])[CH2:18][CH2:17]2)[CH:13]=[CH:12][C:11]=1[Cl:27]. The yield is 0.750.